This data is from M1 muscarinic receptor agonist screen with 61,833 compounds. The task is: Binary Classification. Given a drug SMILES string, predict its activity (active/inactive) in a high-throughput screening assay against a specified biological target. The compound is Clc1cc(N2CCN(CC2)c2oc(nc2C#N)COc2ccccc2)ccc1. The result is 1 (active).